From a dataset of Peptide-MHC class I binding affinity with 185,985 pairs from IEDB/IMGT. Regression. Given a peptide amino acid sequence and an MHC pseudo amino acid sequence, predict their binding affinity value. This is MHC class I binding data. (1) The peptide sequence is INTLESMMK. The MHC is HLA-B18:01 with pseudo-sequence HLA-B18:01. The binding affinity (normalized) is 0.0847. (2) The peptide sequence is LNASWFNSFL. The MHC is HLA-A02:01 with pseudo-sequence HLA-A02:01. The binding affinity (normalized) is 0.226. (3) The peptide sequence is LPWFLDTTI. The MHC is HLA-B18:01 with pseudo-sequence HLA-B18:01. The binding affinity (normalized) is 0.0847. (4) The binding affinity (normalized) is 0.243. The MHC is HLA-A29:02 with pseudo-sequence HLA-A29:02. The peptide sequence is HQYSERGRW. (5) The peptide sequence is GYAWIDFDI. The MHC is HLA-A23:01 with pseudo-sequence HLA-A23:01. The binding affinity (normalized) is 0.873.